The task is: Predict which catalyst facilitates the given reaction.. This data is from Catalyst prediction with 721,799 reactions and 888 catalyst types from USPTO. (1) Reactant: Br[C:2]1[CH:3]=[C:4]2[C:9](=[CH:10][CH:11]=1)[N:8]=[C:7]([NH:12][C:13]1[CH:18]=[CH:17][C:16]([N:19]3[CH2:24][CH2:23][O:22][CH2:21][CH2:20]3)=[CH:15][CH:14]=1)[N:6]=[CH:5]2.[N:25]1[CH:30]=[CH:29][C:28](B(O)O)=[CH:27][CH:26]=1.C(=O)([O-])[O-].[Cs+].[Cs+]. Product: [N:19]1([C:16]2[CH:17]=[CH:18][C:13]([NH:12][C:7]3[N:6]=[CH:5][C:4]4[C:9](=[CH:10][CH:11]=[C:2]([C:28]5[CH:29]=[CH:30][N:25]=[CH:26][CH:27]=5)[CH:3]=4)[N:8]=3)=[CH:14][CH:15]=2)[CH2:24][CH2:23][O:22][CH2:21][CH2:20]1. The catalyst class is: 70. (2) Reactant: C([O:3][C:4](=[O:29])[CH2:5][C:6]1[C:7]([CH3:28])=[C:8]([S:16][C:17]2[CH:22]=[CH:21][C:20]([S:23]([CH2:26][CH3:27])(=[O:25])=[O:24])=[CH:19][CH:18]=2)[N:9]2[C:14]=1[CH:13]=[CH:12][C:11]([F:15])=[CH:10]2)C.[OH-].[Li+].Cl. Product: [CH2:26]([S:23]([C:20]1[CH:19]=[CH:18][C:17]([S:16][C:8]2[N:9]3[C:14]([CH:13]=[CH:12][C:11]([F:15])=[CH:10]3)=[C:6]([CH2:5][C:4]([OH:29])=[O:3])[C:7]=2[CH3:28])=[CH:22][CH:21]=1)(=[O:24])=[O:25])[CH3:27]. The catalyst class is: 30. (3) Reactant: [Br:1][C:2]1[C:3]([O:14][CH2:15][O:16][CH3:17])=[C:4]([CH:7]=[C:8]([O:10][CH2:11][O:12][CH3:13])[CH:9]=1)[CH:5]=[O:6].[BH4-].[Na+].O.C([O-])(O)=O.[Na+]. Product: [Br:1][C:2]1[C:3]([O:14][CH2:15][O:16][CH3:17])=[C:4]([CH2:5][OH:6])[CH:7]=[C:8]([O:10][CH2:11][O:12][CH3:13])[CH:9]=1. The catalyst class is: 14. (4) Reactant: Br[C:2]1[CH:7]=[CH:6][CH:5]=[CH:4][CH:3]=1.[Li]C(CC)C.N#N.[O:15]=[C:16]1[CH2:33][CH:19]2[CH2:20][N:21]([C:23]([O:25][CH2:26][C:27]3[CH:32]=[CH:31][CH:30]=[CH:29][CH:28]=3)=[O:24])[CH2:22][CH:18]2[CH2:17]1. Product: [OH:15][C:16]1([C:2]2[CH:7]=[CH:6][CH:5]=[CH:4][CH:3]=2)[CH2:17][CH:18]2[CH2:22][N:21]([C:23]([O:25][CH2:26][C:27]3[CH:32]=[CH:31][CH:30]=[CH:29][CH:28]=3)=[O:24])[CH2:20][CH:19]2[CH2:33]1. The catalyst class is: 7. (5) Reactant: Br[CH2:2][C:3]([N:5]1[CH2:11][CH2:10][C:9]2[CH:12]=[CH:13][C:14]([C:16]3[N:20]=[C:19]([C:21]4[CH:22]=[CH:23][C:24]([O:29][CH:30]([CH3:32])[CH3:31])=[C:25]([CH:28]=4)[C:26]#[N:27])[O:18][N:17]=3)=[CH:15][C:8]=2[CH2:7][CH2:6]1)=[O:4].[ClH:33].[NH:34]1[CH2:37][CH:36]([OH:38])[CH2:35]1.C(=O)([O-])[O-].[K+].[K+]. Product: [ClH:33].[OH:38][CH:36]1[CH2:37][N:34]([CH2:2][C:3]([N:5]2[CH2:11][CH2:10][C:9]3[CH:12]=[CH:13][C:14]([C:16]4[N:20]=[C:19]([C:21]5[CH:22]=[CH:23][C:24]([O:29][CH:30]([CH3:32])[CH3:31])=[C:25]([CH:28]=5)[C:26]#[N:27])[O:18][N:17]=4)=[CH:15][C:8]=3[CH2:7][CH2:6]2)=[O:4])[CH2:35]1. The catalyst class is: 10.